Task: Predict the product of the given reaction.. Dataset: Forward reaction prediction with 1.9M reactions from USPTO patents (1976-2016) Given the reactants [CH3:1][CH:2]([CH3:16])[C:3]([C:5]1[NH:6][C:7]2[C:12]([CH:13]=1)=[CH:11][CH:10]=[C:9]([S:14][CH3:15])[CH:8]=2)=[O:4].[C:17]([O:21][C:22](=[O:27])[NH:23][CH2:24][CH2:25]Br)([CH3:20])([CH3:19])[CH3:18], predict the reaction product. The product is: [C:17]([O:21][C:22](=[O:27])[NH:23][CH2:24][CH2:25][N:6]1[C:7]2[C:12](=[CH:11][CH:10]=[C:9]([S:14][CH3:15])[CH:8]=2)[CH:13]=[C:5]1[C:3](=[O:4])[CH:2]([CH3:16])[CH3:1])([CH3:20])([CH3:19])[CH3:18].